Dataset: Forward reaction prediction with 1.9M reactions from USPTO patents (1976-2016). Task: Predict the product of the given reaction. The product is: [Br:1][C:2]1[CH:11]=[C:10]2[C:5](=[CH:4][C:3]=1[O:17][CH2:19][CH2:20][CH3:21])[C:6]([CH3:15])([CH3:16])[CH2:7][CH:8]=[C:9]2[CH:12]([CH3:13])[CH3:14]. Given the reactants [Br:1][C:2]1[C:3]([OH:17])=[CH:4][C:5]2[C:6]([CH3:16])([CH3:15])[CH2:7][CH:8]=[C:9]([CH:12]([CH3:14])[CH3:13])[C:10]=2[CH:11]=1.I[CH2:19][CH2:20][CH3:21], predict the reaction product.